Task: Regression. Given two drug SMILES strings and cell line genomic features, predict the synergy score measuring deviation from expected non-interaction effect.. Dataset: NCI-60 drug combinations with 297,098 pairs across 59 cell lines (1) Drug 1: CC=C1C(=O)NC(C(=O)OC2CC(=O)NC(C(=O)NC(CSSCCC=C2)C(=O)N1)C(C)C)C(C)C. Drug 2: CC1C(C(CC(O1)OC2CC(CC3=C2C(=C4C(=C3O)C(=O)C5=C(C4=O)C(=CC=C5)OC)O)(C(=O)CO)O)N)O.Cl. Cell line: NCI-H460. Synergy scores: CSS=54.5, Synergy_ZIP=-2.96, Synergy_Bliss=-4.71, Synergy_Loewe=-3.64, Synergy_HSA=-0.463. (2) Cell line: NCI-H460. Drug 1: CC12CCC3C(C1CCC2=O)CC(=C)C4=CC(=O)C=CC34C. Drug 2: CN(CC1=CN=C2C(=N1)C(=NC(=N2)N)N)C3=CC=C(C=C3)C(=O)NC(CCC(=O)O)C(=O)O. Synergy scores: CSS=54.2, Synergy_ZIP=-0.469, Synergy_Bliss=-1.46, Synergy_Loewe=-7.67, Synergy_HSA=0.260. (3) Drug 1: CC(C1=C(C=CC(=C1Cl)F)Cl)OC2=C(N=CC(=C2)C3=CN(N=C3)C4CCNCC4)N. Drug 2: C1=NC2=C(N=C(N=C2N1C3C(C(C(O3)CO)O)F)Cl)N. Cell line: UO-31. Synergy scores: CSS=33.2, Synergy_ZIP=-4.41, Synergy_Bliss=1.54, Synergy_Loewe=0.816, Synergy_HSA=2.76. (4) Drug 1: CC1CC2CCC3C(=C)CC(O3)CCC45CC6C(O4)C7C(O6)C(O5)C8C(O7)CCC(O8)CC(=O)CC9C(CC(C1=C)O2)OC(C9OC)CC(CN)O.CS(=O)(=O)O. Drug 2: CC1C(C(CC(O1)OC2CC(CC3=C2C(=C4C(=C3O)C(=O)C5=C(C4=O)C(=CC=C5)OC)O)(C(=O)CO)O)N)O.Cl. Cell line: NCIH23. Synergy scores: CSS=45.6, Synergy_ZIP=-8.28, Synergy_Bliss=-6.84, Synergy_Loewe=-3.61, Synergy_HSA=-2.33. (5) Drug 1: CC1C(C(=O)NC(C(=O)N2CCCC2C(=O)N(CC(=O)N(C(C(=O)O1)C(C)C)C)C)C(C)C)NC(=O)C3=C4C(=C(C=C3)C)OC5=C(C(=O)C(=C(C5=N4)C(=O)NC6C(OC(=O)C(N(C(=O)CN(C(=O)C7CCCN7C(=O)C(NC6=O)C(C)C)C)C)C(C)C)C)N)C. Drug 2: CC=C1C(=O)NC(C(=O)OC2CC(=O)NC(C(=O)NC(CSSCCC=C2)C(=O)N1)C(C)C)C(C)C. Cell line: SF-539. Synergy scores: CSS=35.0, Synergy_ZIP=4.76, Synergy_Bliss=7.53, Synergy_Loewe=-15.5, Synergy_HSA=3.10. (6) Drug 1: C1=NC(=NC(=O)N1C2C(C(C(O2)CO)O)O)N. Drug 2: CC1C(C(CC(O1)OC2CC(CC3=C2C(=C4C(=C3O)C(=O)C5=CC=CC=C5C4=O)O)(C(=O)C)O)N)O. Cell line: NCIH23. Synergy scores: CSS=45.2, Synergy_ZIP=0.984, Synergy_Bliss=1.06, Synergy_Loewe=-15.8, Synergy_HSA=2.13. (7) Drug 1: CC12CCC(CC1=CCC3C2CCC4(C3CC=C4C5=CN=CC=C5)C)O. Drug 2: C1=NNC2=C1C(=O)NC=N2. Cell line: NCI-H460. Synergy scores: CSS=3.38, Synergy_ZIP=-1.59, Synergy_Bliss=-2.00, Synergy_Loewe=-6.60, Synergy_HSA=-4.85.